This data is from Full USPTO retrosynthesis dataset with 1.9M reactions from patents (1976-2016). The task is: Predict the reactants needed to synthesize the given product. (1) The reactants are: [N:1]([O-])=O.[Na+].[F:5][C:6]1[CH:12]=[CH:11][CH:10]=[CH:9][C:7]=1[NH2:8].[Cl:13][CH2:14][C:15](=[O:22])[CH2:16][C:17]([O:19][CH2:20][CH3:21])=[O:18].CC([O-])=O.[Na+]. Given the product [Cl:13][CH2:14][C:15](=[O:22])[CH:16]([N:1]=[N:8][C:7]1[CH:9]=[CH:10][CH:11]=[CH:12][C:6]=1[F:5])[C:17]([O:19][CH2:20][CH3:21])=[O:18], predict the reactants needed to synthesize it. (2) Given the product [CH2:18]([N:17]([CH2:20][CH3:21])[C:15]([C:14]([C:22]1[CH:27]=[CH:26][CH:25]=[C:24]([F:28])[CH:23]=1)=[C:11]1[CH2:12][CH2:13][N:8]([C:5]2[CH:6]=[CH:7][C:2]([NH:1][C:33](=[O:34])[CH:32]([CH2:36][CH3:37])[CH2:30][CH3:31])=[CH:3][C:4]=2[F:29])[CH2:9][CH2:10]1)=[O:16])[CH3:19], predict the reactants needed to synthesize it. The reactants are: [NH2:1][C:2]1[CH:7]=[CH:6][C:5]([N:8]2[CH2:13][CH2:12][C:11](=[C:14]([C:22]3[CH:27]=[CH:26][CH:25]=[C:24]([F:28])[CH:23]=3)[C:15]([N:17]([CH2:20][CH3:21])[CH2:18][CH3:19])=[O:16])[CH2:10][CH2:9]2)=[C:4]([F:29])[CH:3]=1.[CH2:30]([CH:32]([CH2:36][CH3:37])[C:33](Cl)=[O:34])[CH3:31].